Task: Regression. Given two drug SMILES strings and cell line genomic features, predict the synergy score measuring deviation from expected non-interaction effect.. Dataset: NCI-60 drug combinations with 297,098 pairs across 59 cell lines (1) Drug 2: CC12CCC3C(C1CCC2=O)CC(=C)C4=CC(=O)C=CC34C. Drug 1: CCCS(=O)(=O)NC1=C(C(=C(C=C1)F)C(=O)C2=CNC3=C2C=C(C=N3)C4=CC=C(C=C4)Cl)F. Synergy scores: CSS=38.7, Synergy_ZIP=7.59, Synergy_Bliss=5.35, Synergy_Loewe=6.93, Synergy_HSA=6.46. Cell line: UO-31. (2) Drug 1: C1=CC(=CC=C1CCC2=CNC3=C2C(=O)NC(=N3)N)C(=O)NC(CCC(=O)O)C(=O)O. Drug 2: C1CCC(C(C1)N)N.C(=O)(C(=O)[O-])[O-].[Pt+4]. Cell line: NCI-H322M. Synergy scores: CSS=22.9, Synergy_ZIP=1.17, Synergy_Bliss=2.49, Synergy_Loewe=5.08, Synergy_HSA=5.75. (3) Drug 1: CC(CN1CC(=O)NC(=O)C1)N2CC(=O)NC(=O)C2. Drug 2: C1=CC(=CC=C1CCCC(=O)O)N(CCCl)CCCl. Cell line: SF-268. Synergy scores: CSS=46.0, Synergy_ZIP=-2.81, Synergy_Bliss=2.89, Synergy_Loewe=-1.39, Synergy_HSA=4.55. (4) Drug 1: CC1=CC2C(CCC3(C2CCC3(C(=O)C)OC(=O)C)C)C4(C1=CC(=O)CC4)C. Drug 2: C1C(C(OC1N2C=NC3=C2NC=NCC3O)CO)O. Cell line: SF-295. Synergy scores: CSS=-2.53, Synergy_ZIP=0.542, Synergy_Bliss=-2.74, Synergy_Loewe=-4.96, Synergy_HSA=-5.52. (5) Drug 2: CC(C)CN1C=NC2=C1C3=CC=CC=C3N=C2N. Cell line: MDA-MB-231. Synergy scores: CSS=-2.48, Synergy_ZIP=2.34, Synergy_Bliss=3.26, Synergy_Loewe=-4.55, Synergy_HSA=-3.19. Drug 1: C1CNP(=O)(OC1)N(CCCl)CCCl. (6) Drug 1: C1=CN(C(=O)N=C1N)C2C(C(C(O2)CO)O)O.Cl. Drug 2: C1C(C(OC1N2C=NC(=NC2=O)N)CO)O. Cell line: HOP-62. Synergy scores: CSS=46.9, Synergy_ZIP=8.34, Synergy_Bliss=11.1, Synergy_Loewe=-8.48, Synergy_HSA=7.94.